The task is: Predict which catalyst facilitates the given reaction.. This data is from Catalyst prediction with 721,799 reactions and 888 catalyst types from USPTO. (1) Reactant: C1C=CC(P(C2C=CC=CC=2)C2C=CC=CC=2)=CC=1.CC(OC(/N=N/C(OC(C)C)=O)=O)C.[Br:34][C:35]1[CH:44]=[CH:43][CH:42]=[C:41]2[C:36]=1[CH:37]=[N:38][NH:39][C:40]2=[O:45].[N:46]1[C:55]2[C:50](=[CH:51][CH:52]=[CH:53][CH:54]=2)[CH:49]=[CH:48][C:47]=1[CH2:56][CH2:57]O. Product: [Br:34][C:35]1[CH:44]=[CH:43][CH:42]=[C:41]2[C:36]=1[CH:37]=[N:38][N:39]([CH2:57][CH2:56][C:47]1[CH:48]=[CH:49][C:50]3[C:55](=[CH:54][CH:53]=[CH:52][CH:51]=3)[N:46]=1)[C:40]2=[O:45]. The catalyst class is: 20. (2) Reactant: [Al+3].[Cl-].[Cl-].[Cl-].Cl[C:6]([C:8]([O:10][CH2:11][CH3:12])=[O:9])=[O:7].[Cl:13][C:14]1[CH:19]=[CH:18][CH:17]=[CH:16][C:15]=1[S:20][CH3:21].C(OCC)(=O)C.CCCCCC. Product: [Cl:13][C:14]1[CH:19]=[C:18]([C:6](=[O:7])[C:8]([O:10][CH2:11][CH3:12])=[O:9])[CH:17]=[CH:16][C:15]=1[S:20][CH3:21]. The catalyst class is: 22. (3) Reactant: [OH:1][C@@H:2]1[CH2:5][C@H:4]([CH:6]([NH:8][C:9]([C:11]2[C:19]3[C:14](=[N:15][CH:16]=[C:17]([C:20]4[C:28]5[C:23](=[CH:24][C:25]([F:29])=[CH:26][CH:27]=5)[N:22]([CH3:30])[N:21]=4)[N:18]=3)[N:13](COCC[Si](C)(C)C)[CH:12]=2)=[O:10])[CH3:7])[CH2:3]1.C(O)(C(F)(F)F)=O.C(N)CN. Product: [OH:1][C@@H:2]1[CH2:3][C@H:4]([CH:6]([NH:8][C:9]([C:11]2[C:19]3[C:14](=[N:15][CH:16]=[C:17]([C:20]4[C:28]5[C:23](=[CH:24][C:25]([F:29])=[CH:26][CH:27]=5)[N:22]([CH3:30])[N:21]=4)[N:18]=3)[NH:13][CH:12]=2)=[O:10])[CH3:7])[CH2:5]1. The catalyst class is: 2. (4) Reactant: [CH2:1]([O:3][C:4]1[CH:5]=[C:6]([CH:11]=[CH:12][C:13]=1[N+:14]([O-])=O)[C:7]([O:9][CH3:10])=[O:8])[CH3:2]. Product: [CH3:10][O:9][C:7](=[O:8])[C:6]1[CH:11]=[CH:12][C:13]([NH2:14])=[C:4]([O:3][CH2:1][CH3:2])[CH:5]=1. The catalyst class is: 78.